From a dataset of NCI-60 drug combinations with 297,098 pairs across 59 cell lines. Regression. Given two drug SMILES strings and cell line genomic features, predict the synergy score measuring deviation from expected non-interaction effect. Drug 1: CC1=C(C=C(C=C1)C(=O)NC2=CC(=CC(=C2)C(F)(F)F)N3C=C(N=C3)C)NC4=NC=CC(=N4)C5=CN=CC=C5. Drug 2: CNC(=O)C1=NC=CC(=C1)OC2=CC=C(C=C2)NC(=O)NC3=CC(=C(C=C3)Cl)C(F)(F)F. Cell line: ACHN. Synergy scores: CSS=-1.13, Synergy_ZIP=0.316, Synergy_Bliss=-3.08, Synergy_Loewe=-42.7, Synergy_HSA=-6.04.